Dataset: Full USPTO retrosynthesis dataset with 1.9M reactions from patents (1976-2016). Task: Predict the reactants needed to synthesize the given product. (1) Given the product [Cl:38][C:35]1[CH:36]=[CH:37][C:32]([C:9]2[N:10]=[C:11]3[CH:16]=[CH:15][C:14]([N:17]4[CH2:21][CH:20]5[CH:19]([CH2:24][NH:23][CH2:22]5)[CH2:18]4)=[N:13][N:12]3[C:8]=2[C:6]2[CH:5]=[CH:4][N:3]=[C:2]([NH2:1])[CH:7]=2)=[CH:33][CH:34]=1, predict the reactants needed to synthesize it. The reactants are: [NH2:1][C:2]1[CH:7]=[C:6]([C:8]2[N:12]3[N:13]=[C:14]([N:17]4[CH2:21][CH:20]5[CH2:22][N:23](C(OCCCC)=O)[CH2:24][CH:19]5[CH2:18]4)[CH:15]=[CH:16][C:11]3=[N:10][C:9]=2[C:32]2[CH:37]=[CH:36][C:35]([Cl:38])=[CH:34][CH:33]=2)[CH:5]=[CH:4][N:3]=1.Cl. (2) Given the product [CH3:19][CH:18]([CH:7]([C:1]1[CH:6]=[CH:5][CH:4]=[CH:3][CH:2]=1)[C:8](=[O:13])[CH2:9][CH2:10][CH2:11][CH3:12])[CH3:20], predict the reactants needed to synthesize it. The reactants are: [C:1]1([CH2:7][C:8](=[O:13])[CH2:9][CH2:10][CH2:11][CH3:12])[CH:6]=[CH:5][CH:4]=[CH:3][CH:2]=1.C[O-].[Na+].I[CH:18]([CH3:20])[CH3:19]. (3) Given the product [CH3:20][O:19][C:16]1[CH:17]=[CH:18][C:13]2[CH2:12][C@H:11]([CH3:21])[N:10]([C:22]([NH:24][CH3:25])=[O:23])[N:9]=[C:8]([C:5]3[CH:6]=[CH:7][C:2]([N:1]4[CH2:31][CH2:30][O:29][CH2:28][CH2:27]4)=[CH:3][CH:4]=3)[C:14]=2[CH:15]=1, predict the reactants needed to synthesize it. The reactants are: [NH2:1][C:2]1[CH:7]=[CH:6][C:5]([C:8]2[C:14]3[CH:15]=[C:16]([O:19][CH3:20])[CH:17]=[CH:18][C:13]=3[CH2:12][C@H:11]([CH3:21])[N:10]([C:22]([NH:24][CH3:25])=[O:23])[N:9]=2)=[CH:4][CH:3]=1.Br[CH2:27][CH2:28][O:29][CH2:30][CH2:31]Br.C(N(C(C)C)CC)(C)C.O. (4) Given the product [F:21][C:3]1[C:2]([N:31]2[CH2:30][CH2:29][CH:28]([NH:27][C:26]3[CH:34]=[CH:35][C:23]([F:22])=[CH:24][CH:25]=3)[CH2:33][CH2:32]2)=[CH:20][C:6]2=[N:7][C:8]3[N:9]([CH3:19])[CH:10]=[C:11]([C:16]([OH:18])=[O:17])[C:12](=[O:15])[C:13]=3[CH:14]=[C:5]2[CH:4]=1, predict the reactants needed to synthesize it. The reactants are: Cl[C:2]1[C:3]([F:21])=[CH:4][C:5]2[C:6]([CH:20]=1)=[N:7][C:8]1[N:9]([CH3:19])[CH:10]=[C:11]([C:16]([OH:18])=[O:17])[C:12](=[O:15])[C:13]=1[CH:14]=2.[F:22][C:23]1[CH:35]=[CH:34][C:26]([NH:27][CH:28]2[CH2:33][CH2:32][NH:31][CH2:30][CH2:29]2)=[CH:25][CH:24]=1. (5) Given the product [Cl:1][C:2]1[CH:3]=[CH:4][C:5]([C:8]2[CH:9]=[CH:10][C:11]3[N:12]([C:14]([C:17]4[O:19][N:27]=[C:25]([C:24]5[CH:29]=[CH:30][C:21]([NH2:20])=[N:22][CH:23]=5)[N:26]=4)=[CH:15][N:16]=3)[CH:13]=2)=[CH:6][CH:7]=1, predict the reactants needed to synthesize it. The reactants are: [Cl:1][C:2]1[CH:7]=[CH:6][C:5]([C:8]2[CH:9]=[CH:10][C:11]3[N:12]([C:14]([C:17]([OH:19])=O)=[CH:15][N:16]=3)[CH:13]=2)=[CH:4][CH:3]=1.[NH2:20][C:21]1[CH:30]=[CH:29][C:24]([C:25]([NH:27]O)=[NH:26])=[CH:23][N:22]=1.